The task is: Predict which catalyst facilitates the given reaction.. This data is from Catalyst prediction with 721,799 reactions and 888 catalyst types from USPTO. (1) Reactant: [Na].[OH:2][C:3]1[CH:8]=[C:7]([OH:9])[CH:6]=[CH:5][C:4]=1[C:10](=[O:12])[CH3:11].[C:13](OCC)(=O)[C:14]([O:16][CH2:17][CH3:18])=[O:15].Cl. The catalyst class is: 8. Product: [OH:9][C:7]1[CH:8]=[C:3]2[C:4]([C:10](=[O:12])[CH:11]=[C:13]([C:14]([O:16][CH2:17][CH3:18])=[O:15])[O:2]2)=[CH:5][CH:6]=1. (2) Reactant: [Cl:1][C:2]1[N:10]=[C:9]2[C:5]([N:6]([CH2:11][C@H:12]3[CH2:17][CH2:16][C@H:15]([CH3:18])[CH2:14][CH2:13]3)[CH:7]=[N:8]2)=[C:4](Cl)[N:3]=1.[CH3:20][C:21]1[CH:22]=[C:23](B(O)O)[CH:24]=[CH:25][CH:26]=1.C([O-])([O-])=O.[Na+].[Na+]. Product: [Cl:1][C:2]1[N:10]=[C:9]2[C:5]([N:6]([CH2:11][C@H:12]3[CH2:17][CH2:16][C@H:15]([CH3:18])[CH2:14][CH2:13]3)[CH:7]=[N:8]2)=[C:4]([C:25]2[CH:26]=[C:21]([CH3:20])[CH:22]=[CH:23][CH:24]=2)[N:3]=1. The catalyst class is: 206. (3) Reactant: C[N:2](C)/[CH:3]=[CH:4]/[C:5]([C:7]1[CH:12]=[CH:11][CH:10]=[CH:9][CH:8]=1)=O.O.[NH2:15]N. Product: [C:7]1([C:5]2[CH:4]=[CH:3][NH:2][N:15]=2)[CH:12]=[CH:11][CH:10]=[CH:9][CH:8]=1. The catalyst class is: 8.